Dataset: Forward reaction prediction with 1.9M reactions from USPTO patents (1976-2016). Task: Predict the product of the given reaction. (1) The product is: [ClH:1].[CH2:8]([NH:26][C:27](=[O:46])[O:28][C:29]1[CH:34]=[CH:33][CH:32]=[CH:31][C:30]=1[CH2:35][CH2:36][C:37]([N:39]1[CH2:40][CH2:41][N:42]([CH3:45])[CH2:43][CH2:44]1)=[O:38])[CH2:9][CH2:10][CH2:11][CH2:12][CH2:13][CH2:14][CH2:15][CH2:16][CH2:17][CH2:18][CH2:19][CH2:20][CH2:21][CH2:22][CH2:23][CH2:24][CH3:25]. Given the reactants [ClH:1].C(OCC)(=O)C.[CH2:8]([NH:26][C:27](=[O:46])[O:28][C:29]1[CH:34]=[CH:33][CH:32]=[CH:31][C:30]=1[CH2:35][CH2:36][C:37]([N:39]1[CH2:44][CH2:43][N:42]([CH3:45])[CH2:41][CH2:40]1)=[O:38])[CH2:9][CH2:10][CH2:11][CH2:12][CH2:13][CH2:14][CH2:15][CH2:16][CH2:17][CH2:18][CH2:19][CH2:20][CH2:21][CH2:22][CH2:23][CH2:24][CH3:25], predict the reaction product. (2) Given the reactants Cl.[NH2:2][CH:3]([C:9]([O:11][CH2:12][CH3:13])=[O:10])[C:4]([O:6][CH2:7][CH3:8])=[O:5].C(=O)([O-])[O-].[Cs+].[Cs+].[I:20][CH:21](I)[CH2:22][CH2:23][CH2:24][CH2:25][CH2:26][CH2:27][CH2:28][CH2:29][CH2:30][CH2:31][CH2:32][CH2:33][CH2:34][CH2:35][CH3:36], predict the reaction product. The product is: [NH2:2][C:3]([CH2:36][CH2:35][CH2:34][CH2:33][CH2:32][CH2:31][CH2:30][CH2:29][CH2:28][CH2:27][CH2:26][CH2:25][CH2:24][CH2:23][CH2:22][CH2:21][I:20])([C:4]([O:6][CH2:7][CH3:8])=[O:5])[C:9]([O:11][CH2:12][CH3:13])=[O:10].